Dataset: Forward reaction prediction with 1.9M reactions from USPTO patents (1976-2016). Task: Predict the product of the given reaction. Given the reactants CO[C:3](=[O:25])[C:4]1[CH:9]=[CH:8][C:7]([O:10][CH2:11][C:12]2[C:13]([C:18]3[CH:23]=[CH:22][C:21]([CH3:24])=[CH:20][CH:19]=3)=[N:14][O:15][C:16]=2[CH3:17])=[N:6][CH:5]=1.COC(=O)C1C=CC(OC[C:37]2[C:38]([C:43]3[CH:44]=C(C)C=CC=3)=[N:39][O:40][C:41]=2C)=NC=1, predict the reaction product. The product is: [CH3:17][C:16]1[O:15][N:14]=[C:13]([C:18]2[CH:23]=[CH:22][C:21]([CH3:24])=[CH:20][CH:19]=2)[C:12]=1[CH2:11][O:10][C:7]1[CH:8]=[CH:9][C:4]([C:3]([NH:39][CH:38]2[CH2:43][CH2:44][O:40][CH2:41][CH2:37]2)=[O:25])=[CH:5][N:6]=1.